From a dataset of Full USPTO retrosynthesis dataset with 1.9M reactions from patents (1976-2016). Predict the reactants needed to synthesize the given product. (1) Given the product [F:29][C:30]1[CH:37]=[C:34]([CH2:35][NH:2][CH:3]2[CH2:4][CH2:5][N:6]([CH2:9][CH2:10][N:11]3[C:20]4[C:15](=[N:16][CH:17]=[C:18]([O:21][CH3:22])[CH:19]=4)[CH:14]=[CH:13][C:12]3=[O:23])[CH2:7][CH2:8]2)[CH:33]=[N:32][C:31]=1[N:38]1[CH2:42][CH2:41][CH2:40][CH2:39]1, predict the reactants needed to synthesize it. The reactants are: Cl.[NH2:2][CH:3]1[CH2:8][CH2:7][N:6]([CH2:9][CH2:10][N:11]2[C:20]3[C:15](=[N:16][CH:17]=[C:18]([O:21][CH3:22])[CH:19]=3)[CH:14]=[CH:13][C:12]2=[O:23])[CH2:5][CH2:4]1.C[O-].[Na+].CO.[F:29][C:30]1[C:31]([N:38]2[CH2:42][CH2:41][CH2:40][CH2:39]2)=[N:32][CH:33]=[C:34]([CH:37]=1)[CH:35]=O.C([BH3-])#N.[Na+].C(=O)([O-])O.[Na+]. (2) Given the product [NH2:45][C:41]1[N:40]=[CH:39][N:38]=[C:37]2[C:42]=1[N:43]=[CH:44][N:36]2[C@H:29]([CH2:30][CH2:31][CH2:32][CH2:33][CH2:34][CH3:35])[C@@H:27]([OH:26])[CH3:28], predict the reactants needed to synthesize it. The reactants are: [F-].C([N+](CCCC)(CCCC)CCCC)CCC.[Si]([O:26][C@H:27]([C@H:29]([N:36]1[CH:44]=[N:43][C:42]2[C:37]1=[N:38][CH:39]=[N:40][C:41]=2[NH2:45])[CH2:30][CH2:31][CH2:32][CH2:33][CH2:34][CH3:35])[CH3:28])(C(C)(C)C)(C)C.ClCCl.CO. (3) Given the product [Cl:10][C:11]1[C:12]([CH2:17][NH:9][CH2:8][C:3]2[C:2]([CH3:1])=[CH:7][CH:6]=[CH:5][N:4]=2)=[N:13][CH:14]=[CH:15][CH:16]=1, predict the reactants needed to synthesize it. The reactants are: [CH3:1][C:2]1[C:3]([CH2:8][NH2:9])=[N:4][CH:5]=[CH:6][CH:7]=1.[Cl:10][C:11]1[C:12]([CH:17]=O)=[N:13][CH:14]=[CH:15][CH:16]=1.[BH-](OC(C)=O)(OC(C)=O)OC(C)=O.[Na+]. (4) Given the product [N:1]1([CH2:7][C:8]2[S:9][C:10]([NH:13][CH:17]=[C:18]([C:19]([O:21][CH2:22][CH3:23])=[O:20])[C:24]([O:26][CH2:27][CH3:28])=[O:25])=[CH:11][N:12]=2)[CH2:6][CH2:5][O:4][CH2:3][CH2:2]1, predict the reactants needed to synthesize it. The reactants are: [N:1]1([CH2:7][C:8]2[S:9][C:10]([NH2:13])=[CH:11][N:12]=2)[CH2:6][CH2:5][O:4][CH2:3][CH2:2]1.C(O[CH:17]=[C:18]([C:24]([O:26][CH2:27][CH3:28])=[O:25])[C:19]([O:21][CH2:22][CH3:23])=[O:20])C. (5) Given the product [CH:35]1([C:38]([N:9]2[C@H:6]3[CH2:7][CH2:8][C@@H:2]2[CH2:3][N:4]([C:10]2[CH:15]=[CH:14][N:13]=[C:12]([NH:16][C:17]4[CH:18]=[C:19]([CH3:27])[C:20]([C:23]([NH:25][CH3:26])=[O:24])=[N:21][CH:22]=4)[N:11]=2)[CH2:5]3)=[O:39])[CH2:37][CH2:36]1, predict the reactants needed to synthesize it. The reactants are: Cl.[C@@H:2]12[NH:9][C@@H:6]([CH2:7][CH2:8]1)[CH2:5][N:4]([C:10]1[CH:15]=[CH:14][N:13]=[C:12]([NH:16][C:17]3[CH:18]=[C:19]([CH3:27])[C:20]([C:23]([NH:25][CH3:26])=[O:24])=[N:21][CH:22]=3)[N:11]=1)[CH2:3]2.C(N(CC)CC)C.[CH:35]1([C:38](Cl)=[O:39])[CH2:37][CH2:36]1. (6) Given the product [F:3][C:4]1[CH:9]=[CH:8][C:7]([C:10]2[C:11]([N:16]3[CH2:17][CH2:18][N:19]([CH2:29][CH2:30][CH2:31][C:32]4[CH:33]=[N:34][N:35]([CH3:37])[CH:36]=4)[CH2:20][CH2:21]3)=[N:12][CH:13]=[CH:14][N:15]=2)=[CH:6][CH:5]=1, predict the reactants needed to synthesize it. The reactants are: Cl.Cl.[F:3][C:4]1[CH:9]=[CH:8][C:7]([C:10]2[C:11]([N:16]3[CH2:21][CH2:20][NH:19][CH2:18][CH2:17]3)=[N:12][CH:13]=[CH:14][N:15]=2)=[CH:6][CH:5]=1.C(=O)([O-])[O-].[K+].[K+].Br[CH2:29][CH2:30][CH2:31][C:32]1[CH:33]=[N:34][N:35]([CH3:37])[CH:36]=1. (7) Given the product [CH3:15][N:14]([CH3:16])[CH2:13][CH2:12][NH:11][S:8]([C:4]1[CH:5]=[CH:6][CH:7]=[C:2]([NH:1][C:18]2[C:27]3[C:22](=[CH:23][CH:24]=[CH:25][CH:26]=3)[N:21]=[C:20]([CH3:28])[CH:19]=2)[CH:3]=1)(=[O:10])=[O:9], predict the reactants needed to synthesize it. The reactants are: [NH2:1][C:2]1[CH:3]=[C:4]([S:8]([NH:11][CH2:12][CH2:13][N:14]([CH3:16])[CH3:15])(=[O:10])=[O:9])[CH:5]=[CH:6][CH:7]=1.Cl[C:18]1[C:27]2[C:22](=[CH:23][CH:24]=[CH:25][CH:26]=2)[N:21]=[C:20]([CH3:28])[CH:19]=1.